From a dataset of Catalyst prediction with 721,799 reactions and 888 catalyst types from USPTO. Predict which catalyst facilitates the given reaction. (1) The catalyst class is: 15. Product: [C:1]1([C@H:7]([O:12][C:13]2[CH:14]=[C:15]([CH:18]=[CH:19][C:20]=2[OH:21])[CH:16]=[O:17])[C:8]([F:11])([F:10])[F:9])[CH:2]=[CH:3][CH:4]=[CH:5][CH:6]=1. Reactant: [C:1]1([C@H:7]([O:12][C:13]2[CH:14]=[C:15]([CH:18]=[CH:19][C:20]=2[O:21]CC2C=CC(OC)=CC=2)[CH:16]=[O:17])[C:8]([F:11])([F:10])[F:9])[CH:6]=[CH:5][CH:4]=[CH:3][CH:2]=1. (2) Reactant: [CH2:1]([O:3][C:4](=[O:23])[CH:5]=[CH:6][CH2:7][CH2:8][C@H:9]1[CH2:13][C:12]([F:15])([F:14])[CH2:11][N:10]1[C:16]([O:18][C:19]([CH3:22])([CH3:21])[CH3:20])=[O:17])[CH3:2]. Product: [CH2:1]([O:3][C:4](=[O:23])[CH2:5][CH2:6][CH2:7][CH2:8][C@H:9]1[CH2:13][C:12]([F:15])([F:14])[CH2:11][N:10]1[C:16]([O:18][C:19]([CH3:22])([CH3:21])[CH3:20])=[O:17])[CH3:2]. The catalyst class is: 63. (3) Reactant: [I:1][C:2]1[C:3]([CH3:12])=[CH:4][C:5]([C:8]([F:11])([F:10])[F:9])=[N:6][CH:7]=1.[Br:13]N1C(=O)CCC1=O.C(OOC(=O)C1C=CC=CC=1)(=O)C1C=CC=CC=1.O. Product: [Br:13][CH2:12][C:3]1[C:2]([I:1])=[CH:7][N:6]=[C:5]([C:8]([F:11])([F:9])[F:10])[CH:4]=1. The catalyst class is: 53. (4) Reactant: C(OC([NH:8][C@H:9]([CH:38]1[CH2:43][CH2:42][CH2:41][CH2:40][CH2:39]1)[CH2:10][N:11]1[C:16](=[O:17])[C:15]([C:18]2[CH:23]=[CH:22][CH:21]=[C:20]([O:24][CH3:25])[C:19]=2[F:26])=[C:14]([CH3:27])[N:13]([CH2:28][C:29]2[C:34]([F:35])=[CH:33][CH:32]=[CH:31][C:30]=2[F:36])[C:12]1=[O:37])=O)(C)(C)C.C(O)(C(F)(F)F)=O. Product: [NH2:8][C@H:9]([CH:38]1[CH2:43][CH2:42][CH2:41][CH2:40][CH2:39]1)[CH2:10][N:11]1[C:16](=[O:17])[C:15]([C:18]2[CH:23]=[CH:22][CH:21]=[C:20]([O:24][CH3:25])[C:19]=2[F:26])=[C:14]([CH3:27])[N:13]([CH2:28][C:29]2[C:30]([F:36])=[CH:31][CH:32]=[CH:33][C:34]=2[F:35])[C:12]1=[O:37]. The catalyst class is: 4. (5) Reactant: [NH2:1][C@H:2]([C:8]([OH:10])=[O:9])[CH2:3][CH2:4][CH2:5][CH2:6][NH2:7].[C:11]1(=[O:17])O[C:14](=[O:15])[CH2:13][CH2:12]1.C(N(CC)CC)C. Product: [C:11]1(=[O:17])[NH:1][C:14](=[O:15])[CH2:13][CH2:12]1.[NH2:1][C@H:2]([C:8]([OH:10])=[O:9])[CH2:3][CH2:4][CH2:5][CH2:6][NH2:7]. The catalyst class is: 9. (6) Reactant: [C:1]([O:9][CH2:10][C@@:11]1([C:26]#[CH:27])[O:15][C@@H:14]([N:16]2[CH:24]=[C:22]([CH3:23])[C:20](=[O:21])[NH:19][C:17]2=[O:18])[CH2:13][C@H:12]1[OH:25])(=[O:8])[C:2]1[CH:7]=[CH:6][CH:5]=[CH:4][CH:3]=1.[CH3:28][S:29](Cl)(=[O:31])=[O:30]. Product: [C:1]([O:9][CH2:10][C@@:11]1([C:26]#[CH:27])[O:15][C@@H:14]([N:16]2[CH:24]=[C:22]([CH3:23])[C:20](=[O:21])[NH:19][C:17]2=[O:18])[CH2:13][C@H:12]1[O:25][S:29]([CH3:28])(=[O:31])=[O:30])(=[O:8])[C:2]1[CH:3]=[CH:4][CH:5]=[CH:6][CH:7]=1. The catalyst class is: 17.